This data is from Peptide-MHC class II binding affinity with 134,281 pairs from IEDB. The task is: Regression. Given a peptide amino acid sequence and an MHC pseudo amino acid sequence, predict their binding affinity value. This is MHC class II binding data. (1) The peptide sequence is ACLQCTMQADKVATS. The binding affinity (normalized) is 0.421. The MHC is H-2-IAd with pseudo-sequence H-2-IAd. (2) The peptide sequence is TPGQCNMVVERLGDY. The MHC is HLA-DPA10103-DPB10201 with pseudo-sequence HLA-DPA10103-DPB10201. The binding affinity (normalized) is 0.385.